Dataset: Forward reaction prediction with 1.9M reactions from USPTO patents (1976-2016). Task: Predict the product of the given reaction. (1) Given the reactants [C:1]([C:3]1[CH:4]=[C:5]([CH:10]=[CH:11][C:12]=1[CH3:13])[C:6]([O:8][CH3:9])=[O:7])#[N:2].P(OCC)(OCC)([S-])=[S:15], predict the reaction product. The product is: [C:1]([C:3]1[CH:4]=[C:5]([CH:10]=[CH:11][C:12]=1[CH3:13])[C:6]([O:8][CH3:9])=[O:7])(=[S:15])[NH2:2]. (2) Given the reactants [Br:1][C:2]1[CH:7]=[CH:6][C:5]([OH:8])=[CH:4][C:3]=1[CH2:9][CH3:10].CC1C=CC(S(O[CH2:22][C@@H:23]2[CH2:28][N:27]([CH3:29])[C:26]3[CH:30]=[CH:31][CH:32]=[CH:33][C:25]=3[O:24]2)(=O)=O)=CC=1.CN(C)C=O.[Cl-].[Cs+], predict the reaction product. The product is: [Br:1][C:2]1[CH:7]=[CH:6][C:5]([O:8][CH2:22][C@@H:23]2[CH2:28][N:27]([CH3:29])[C:26]3[CH:30]=[CH:31][CH:32]=[CH:33][C:25]=3[O:24]2)=[CH:4][C:3]=1[CH2:9][CH3:10].